Task: Regression. Given a peptide amino acid sequence and an MHC pseudo amino acid sequence, predict their binding affinity value. This is MHC class II binding data.. Dataset: Peptide-MHC class II binding affinity with 134,281 pairs from IEDB (1) The peptide sequence is TPVNIIGRNLLTQIG. The binding affinity (normalized) is 0.150. The MHC is HLA-DPA10201-DPB10501 with pseudo-sequence HLA-DPA10201-DPB10501. (2) The MHC is HLA-DQA10101-DQB10501 with pseudo-sequence HLA-DQA10101-DQB10501. The binding affinity (normalized) is 0.642. The peptide sequence is SQDFELSWNLNGLQAY. (3) The peptide sequence is PRGVTHDQLNNFRAG. The MHC is DRB1_0301 with pseudo-sequence DRB1_0301. The binding affinity (normalized) is 0.358. (4) The peptide sequence is AIKFDFSTGLIIQGL. The MHC is DRB3_0101 with pseudo-sequence DRB3_0101. The binding affinity (normalized) is 0.433. (5) The peptide sequence is QGEPGAVIRGKKGAG. The MHC is DRB1_0901 with pseudo-sequence DRB1_0901. The binding affinity (normalized) is 0.323.